Dataset: Forward reaction prediction with 1.9M reactions from USPTO patents (1976-2016). Task: Predict the product of the given reaction. (1) Given the reactants [CH2:1]([N:8]1[C:12]2=[N:13][CH:14]=[CH:15][C:16](Br)=[C:11]2[CH:10]=[CH:9]1)[C:2]1[CH:7]=[CH:6][CH:5]=[CH:4][CH:3]=1.[NH2:18][C:19]1[CH:28]=[CH:27][C:26]([Cl:29])=[CH:25][C:20]=1[C:21]([O:23][CH3:24])=[O:22].C(=O)([O-])[O-].[Cs+].[Cs+].C1(C)C=CC=CC=1, predict the reaction product. The product is: [CH2:1]([N:8]1[C:12]2=[N:13][CH:14]=[CH:15][C:16]([NH:18][C:19]3[CH:28]=[CH:27][C:26]([Cl:29])=[CH:25][C:20]=3[C:21]([O:23][CH3:24])=[O:22])=[C:11]2[CH:10]=[CH:9]1)[C:2]1[CH:7]=[CH:6][CH:5]=[CH:4][CH:3]=1. (2) Given the reactants [ClH:1].C(OC(=O)[NH:8][C@H:9]1[CH2:12][C@H:11]([N:13]2[C:17]3=[N:18][CH:19]=[CH:20][CH:21]=[C:16]3[N:15]([CH3:22])[C:14]2=[O:23])[CH2:10]1)(C)(C)C, predict the reaction product. The product is: [ClH:1].[NH2:8][C@H:9]1[CH2:12][C@H:11]([N:13]2[C:17]3=[N:18][CH:19]=[CH:20][CH:21]=[C:16]3[N:15]([CH3:22])[C:14]2=[O:23])[CH2:10]1.